From a dataset of NCI-60 drug combinations with 297,098 pairs across 59 cell lines. Regression. Given two drug SMILES strings and cell line genomic features, predict the synergy score measuring deviation from expected non-interaction effect. Drug 1: C1CCN(CC1)CCOC2=CC=C(C=C2)C(=O)C3=C(SC4=C3C=CC(=C4)O)C5=CC=C(C=C5)O. Drug 2: C1=NC2=C(N1)C(=S)N=C(N2)N. Cell line: A498. Synergy scores: CSS=3.79, Synergy_ZIP=-6.58, Synergy_Bliss=-3.37, Synergy_Loewe=-4.33, Synergy_HSA=-3.62.